From a dataset of Forward reaction prediction with 1.9M reactions from USPTO patents (1976-2016). Predict the product of the given reaction. (1) Given the reactants [I-].[CH3:2][N+:3]1([CH3:12])[CH2:11][CH2:10][CH2:9][CH2:8][CH2:7][CH2:6][CH2:5][CH2:4]1.[OH2:13].[OH-], predict the reaction product. The product is: [OH-:13].[CH3:2][N+:3]1([CH3:12])[CH2:4][CH2:5][CH2:6][CH2:7][CH2:8][CH2:9][CH2:10][CH2:11]1. (2) Given the reactants C[O:2][C:3]([C:5]1[O:6][C:7]([CH3:19])=[C:8]([CH2:10][O:11][C:12]2[CH:17]=[CH:16][CH:15]=[C:14]([I:18])[CH:13]=2)[CH:9]=1)=[O:4].[OH-].[Li+].O, predict the reaction product. The product is: [I:18][C:14]1[CH:13]=[C:12]([CH:17]=[CH:16][CH:15]=1)[O:11][CH2:10][C:8]1[CH:9]=[C:5]([C:3]([OH:4])=[O:2])[O:6][C:7]=1[CH3:19]. (3) Given the reactants [CH3:1][O:2][C:3]1[N:8]=[CH:7][C:6]([NH:9][C:10]2[N:15]=[CH:14][C:13]([CH:16](O)[CH3:17])=[CH:12][C:11]=2[C:19]2[N:27]=[C:26]([CH3:28])[N:25]=[C:24]3[C:20]=2[N:21]=[CH:22][N:23]3C2CCCCO2)=[CH:5][CH:4]=1.C(N(CC)CC)C.CS(Cl)(=O)=O.[CH3:47][S:48]([N:51]1[CH2:56][CH2:55][NH:54][CH2:53][CH2:52]1)(=[O:50])=[O:49].[OH-].[Na+].Cl.C(O)(C(F)(F)F)=O, predict the reaction product. The product is: [CH3:1][O:2][C:3]1[N:8]=[CH:7][C:6]([NH:9][C:10]2[C:11]([C:19]3[N:27]=[C:26]([CH3:28])[N:25]=[C:24]4[C:20]=3[N:21]=[CH:22][NH:23]4)=[CH:12][C:13]([CH:16]([N:54]3[CH2:55][CH2:56][N:51]([S:48]([CH3:47])(=[O:50])=[O:49])[CH2:52][CH2:53]3)[CH3:17])=[CH:14][N:15]=2)=[CH:5][CH:4]=1. (4) Given the reactants [OH:1][CH2:2][C:3]1[N:8]=[C:7]([O:9][C:10]2[CH:22]=[CH:21][C:13]([CH2:14][C@H:15]3[CH2:19][O:18][C:17](=[O:20])[NH:16]3)=[CH:12][CH:11]=2)[CH:6]=[CH:5][CH:4]=1.[Cl:23][C:24]1[CH:25]=[C:26]([CH:30]=[CH:31][CH:32]=1)[C@H:27]1[O:29][CH2:28]1.[C:33](=[O:36])([O-])[O-:34].[K+].[K+], predict the reaction product. The product is: [Cl:23][C:24]1[CH:25]=[C:26]([C@@H:27]([OH:29])[CH2:28][N:16]2[C@@H:15]([CH2:14][C:13]3[CH:12]=[CH:11][C:10]([O:9][C:7]4[CH:6]=[CH:5][CH:4]=[C:3]([CH2:2][OH:1])[N:8]=4)=[CH:22][CH:21]=3)[CH2:19][O:18][C:17]2=[O:20])[CH:30]=[CH:31][CH:32]=1.[Cl:23][C:24]1[CH:25]=[C:26]([C@H:27]2[O:34][C:33](=[O:36])[N:16]([C@@H:15]([CH2:14][C:13]3[CH:21]=[CH:22][C:10]([O:9][C:7]4[CH:6]=[CH:5][CH:4]=[C:3]([CH2:2][OH:1])[N:8]=4)=[CH:11][CH:12]=3)[CH2:19][OH:18])[CH2:17]2)[CH:30]=[CH:31][CH:32]=1.